From a dataset of Forward reaction prediction with 1.9M reactions from USPTO patents (1976-2016). Predict the product of the given reaction. (1) Given the reactants Br[CH:2]([CH3:10])[C:3](=O)[CH2:4][C:5]([O:7][CH3:8])=[O:6].[C:11]([NH2:19])(=[O:18])[C:12]1[CH:17]=[CH:16][CH:15]=[CH:14][CH:13]=1, predict the reaction product. The product is: [CH3:10][C:2]1[O:18][C:11]([C:12]2[CH:17]=[CH:16][CH:15]=[CH:14][CH:13]=2)=[N:19][C:3]=1[CH2:4][C:5]([O:7][CH3:8])=[O:6]. (2) Given the reactants [C:1]([N:3]1[CH2:8][CH2:7][CH:6]([N:9]([CH:23]2[CH2:25][CH2:24]2)[C:10](=[O:22])[C:11]2[CH:16]=[CH:15][C:14]([C:17]3[O:21][CH:20]=[N:19][CH:18]=3)=[CH:13][CH:12]=2)[CH2:5][CH2:4]1)#[N:2].[F:26][C:27]1[CH:36]=[CH:35][C:30]([C:31]([NH:33][OH:34])=N)=[CH:29][CH:28]=1, predict the reaction product. The product is: [CH:23]1([N:9]([CH:6]2[CH2:5][CH2:4][N:3]([C:1]3[O:34][N:33]=[C:31]([C:30]4[CH:35]=[CH:36][C:27]([F:26])=[CH:28][CH:29]=4)[N:2]=3)[CH2:8][CH2:7]2)[C:10](=[O:22])[C:11]2[CH:12]=[CH:13][C:14]([C:17]3[O:21][CH:20]=[N:19][CH:18]=3)=[CH:15][CH:16]=2)[CH2:25][CH2:24]1. (3) Given the reactants [NH:1]1[CH:5]=[C:4]([C:6]([OH:8])=O)[N:3]=[CH:2]1.Cl.[O:10]([CH2:17][CH2:18][C@@H:19]1[CH2:24][CH2:23][C@H:22]([CH2:25][NH2:26])[CH2:21][CH2:20]1)[C:11]1[CH:16]=[CH:15][CH:14]=[CH:13][CH:12]=1, predict the reaction product. The product is: [O:10]([CH2:17][CH2:18][C@@H:19]1[CH2:24][CH2:23][C@H:22]([CH2:25][NH:26][C:6]([C:4]2[N:3]=[CH:2][NH:1][CH:5]=2)=[O:8])[CH2:21][CH2:20]1)[C:11]1[CH:16]=[CH:15][CH:14]=[CH:13][CH:12]=1.